This data is from NCI-60 drug combinations with 297,098 pairs across 59 cell lines. The task is: Regression. Given two drug SMILES strings and cell line genomic features, predict the synergy score measuring deviation from expected non-interaction effect. Drug 1: CC12CCC3C(C1CCC2NC(=O)OCC(F)(F)F)CCC4C3(C=CC(=O)N4C)C. Drug 2: CCC1(C2=C(COC1=O)C(=O)N3CC4=CC5=C(C=CC(=C5CN(C)C)O)N=C4C3=C2)O. Cell line: NCI-H460. Synergy scores: CSS=60.1, Synergy_ZIP=3.59, Synergy_Bliss=1.12, Synergy_Loewe=-22.0, Synergy_HSA=3.06.